From a dataset of Catalyst prediction with 721,799 reactions and 888 catalyst types from USPTO. Predict which catalyst facilitates the given reaction. Reactant: C(OC(=O)[NH:7][C@H:8]1[CH2:11][C@H:10]([N:12]2[C:16]3=[N:17][CH:18]=[CH:19][N:20]=[C:15]3[N:14]([CH:21]3[CH2:23][CH2:22]3)[C:13]2=[O:24])[CH2:9]1)(C)(C)C.[ClH:26].O1CCOCC1. Product: [ClH:26].[NH2:7][C@H:8]1[CH2:11][C@H:10]([N:12]2[C:16]3=[N:17][CH:18]=[CH:19][N:20]=[C:15]3[N:14]([CH:21]3[CH2:22][CH2:23]3)[C:13]2=[O:24])[CH2:9]1. The catalyst class is: 5.